From a dataset of Peptide-MHC class I binding affinity with 185,985 pairs from IEDB/IMGT. Regression. Given a peptide amino acid sequence and an MHC pseudo amino acid sequence, predict their binding affinity value. This is MHC class I binding data. (1) The peptide sequence is LLRRRPYPL. The MHC is HLA-A02:11 with pseudo-sequence HLA-A02:11. The binding affinity (normalized) is 1.00. (2) The peptide sequence is FLKENGGL. The MHC is HLA-B57:01 with pseudo-sequence HLA-B57:01. The binding affinity (normalized) is 0.338. (3) The peptide sequence is HNFTLVASV. The MHC is HLA-A02:06 with pseudo-sequence HLA-A02:06. The binding affinity (normalized) is 0.0942. (4) The peptide sequence is FVRSSNLKF. The MHC is HLA-B15:01 with pseudo-sequence HLA-B15:01. The binding affinity (normalized) is 0.169.